Dataset: Reaction yield outcomes from USPTO patents with 853,638 reactions. Task: Predict the reaction yield, written as a fraction of the theoretical maximum amount of product (1.0 means a 100% yield; for example, 0.34 means a 34% yield). The reactants are [C:1]([O:5][C:6]([N:8]1[CH2:12][CH2:11][CH2:10][C@H:9]1[C:13]#[CH:14])=[O:7])([CH3:4])([CH3:3])[CH3:2].Br[C:16]1[CH:17]=[N:18][CH:19]=[N:20][CH:21]=1. The catalyst is C1C=CC([P]([Pd]([P](C2C=CC=CC=2)(C2C=CC=CC=2)C2C=CC=CC=2)([P](C2C=CC=CC=2)(C2C=CC=CC=2)C2C=CC=CC=2)[P](C2C=CC=CC=2)(C2C=CC=CC=2)C2C=CC=CC=2)(C2C=CC=CC=2)C2C=CC=CC=2)=CC=1.C([O-])(=O)C.[Pd+2].C([O-])(=O)C.[Cu]I. The product is [C:1]([O:5][C:6]([N:8]1[CH2:12][CH2:11][CH2:10][C@H:9]1[C:13]#[C:14][C:16]1[CH:17]=[N:18][CH:19]=[N:20][CH:21]=1)=[O:7])([CH3:4])([CH3:3])[CH3:2]. The yield is 0.740.